Dataset: Reaction yield outcomes from USPTO patents with 853,638 reactions. Task: Predict the reaction yield, written as a fraction of the theoretical maximum amount of product (1.0 means a 100% yield; for example, 0.34 means a 34% yield). (1) The reactants are Br[C:2]1[CH:3]=[C:4]2[CH:14]=[N:13][N:12]([C:15]3[CH:20]=[CH:19][C:18]([F:21])=[CH:17][CH:16]=3)[C:5]2=[C:6]2[C:11]=1[CH:10]=[N:9][CH:8]=[CH:7]2.C1(P(C2C=CC=CC=2)C2C=CC3C(=CC=CC=3)C=2C2C3C(=CC=CC=3)C=CC=2P(C2C=CC=CC=2)C2C=CC=CC=2)C=CC=CC=1.CC(C)([O-])C.[Na+].[C:74]1([C@@H:80]([NH2:82])[CH3:81])[CH:79]=[CH:78][CH:77]=[CH:76][CH:75]=1. The catalyst is C1(C)C=CC=CC=1.C([O-])(=O)C.[Pd+2].C([O-])(=O)C.O.C(Cl)Cl. The product is [F:21][C:18]1[CH:19]=[CH:20][C:15]([N:12]2[C:5]3=[C:6]4[C:11](=[C:2]([NH:82][C@H:80]([C:74]5[CH:79]=[CH:78][CH:77]=[CH:76][CH:75]=5)[CH3:81])[CH:3]=[C:4]3[CH:14]=[N:13]2)[CH:10]=[N:9][CH:8]=[CH:7]4)=[CH:16][CH:17]=1. The yield is 0.630. (2) The reactants are [CH3:1][C:2]1[O:6][N:5]=[C:4]([C:7]2[CH:12]=[CH:11][CH:10]=[CH:9][CH:8]=2)[C:3]=1[CH2:13][O:14][C:15]1[CH:23]=[CH:22][C:18]([C:19]([OH:21])=O)=[CH:17][N:16]=1.[NH:24]1[CH2:29][CH2:28][O:27][CH2:26][CH2:25]1. No catalyst specified. The product is [CH3:1][C:2]1[O:6][N:5]=[C:4]([C:7]2[CH:8]=[CH:9][CH:10]=[CH:11][CH:12]=2)[C:3]=1[CH2:13][O:14][C:15]1[N:16]=[CH:17][C:18]([C:19]([N:24]2[CH2:29][CH2:28][O:27][CH2:26][CH2:25]2)=[O:21])=[CH:22][CH:23]=1. The yield is 0.670. (3) The reactants are C(=O)([O-])[O-].[Na+].[Na+].O1CCOCC1.Cl[C:14]1[N:22]=[C:21]2[C:17]([N:18]=[CH:19][N:20]2[CH2:23][CH:24]2[CH2:26][CH2:25]2)=[C:16]([N:27]2[CH2:32][CH2:31][O:30][CH2:29][CH2:28]2)[N:15]=1.[CH3:33][NH:34][C:35]1[N:40]=[CH:39][C:38](B2OC(C)(C)C(C)(C)O2)=[CH:37][N:36]=1. The catalyst is C(OCC)(=O)C.O. The product is [CH:24]1([CH2:23][N:20]2[CH:19]=[N:18][C:17]3[C:21]2=[N:22][C:14]([C:38]2[CH:37]=[N:36][C:35]([NH:34][CH3:33])=[N:40][CH:39]=2)=[N:15][C:16]=3[N:27]2[CH2:32][CH2:31][O:30][CH2:29][CH2:28]2)[CH2:26][CH2:25]1. The yield is 0.610. (4) The reactants are Br[C:2]1[C:7](=[O:8])[N:6]([CH2:9][C:10]2[CH:15]=[CH:14][C:13]([C:16]3[C:17]([C:22]#[N:23])=[CH:18][CH:19]=[CH:20][CH:21]=3)=[CH:12][CH:11]=2)[C:5]([CH2:24][CH2:25][CH3:26])=[N:4][C:3]=1[CH2:27][CH3:28].[NH:29]1[CH2:34][CH2:33][O:32][CH2:31][CH2:30]1. No catalyst specified. The product is [N:29]1([CH:27]([C:3]2[N:4]=[C:5]([CH2:24][CH2:25][CH3:26])[N:6]([CH2:9][C:10]3[CH:15]=[CH:14][C:13]([C:16]4[C:17]([C:22]#[N:23])=[CH:18][CH:19]=[CH:20][CH:21]=4)=[CH:12][CH:11]=3)[C:7](=[O:8])[CH:2]=2)[CH3:28])[CH2:34][CH2:33][O:32][CH2:31][CH2:30]1. The yield is 0.830. (5) The reactants are [H-].[Na+].[C:3]([O:7][C:8]([N:10]1[CH2:19][CH2:18][C:13]2([O:17][CH2:16][CH2:15][O:14]2)[CH2:12][CH:11]1C=O)=[O:9])([CH3:6])([CH3:5])[CH3:4]. The catalyst is C1COCC1. The product is [C:3]([O:7][C:8]([N:10]1[CH2:19][CH2:18][C:13]2([O:17][CH2:16][CH2:15][O:14]2)[CH2:12][CH:11]1/[CH:11]=[CH:12]/[C:13]([O:14][CH2:15][CH3:16])=[O:17])=[O:9])([CH3:4])([CH3:5])[CH3:6]. The yield is 0.470. (6) The yield is 0.680. The reactants are [N+:1]([C:4]1[CH:5]=[C:6]([C:10]2[C:17]([C:18]3[CH:23]=[CH:22][N:21]=[CH:20][CH:19]=3)=[C:13]3[S:14][CH:15]=[CH:16][N:12]3[N:11]=2)[CH:7]=[CH:8][CH:9]=1)([O-])=O.[Cl-].[NH4+].C([O-])(O)=O.[Na+]. The product is [N:21]1[CH:20]=[CH:19][C:18]([C:17]2[C:10]([C:6]3[CH:5]=[C:4]([NH2:1])[CH:9]=[CH:8][CH:7]=3)=[N:11][N:12]3[CH:16]=[CH:15][S:14][C:13]=23)=[CH:23][CH:22]=1. The catalyst is O1CCOCC1.O.O.[Zn]. (7) The yield is 0.110. The catalyst is C(OCC)(=O)C.[OH-].[Na+]. The product is [F:1][C:2]1[CH:3]=[N:4][C:5]2[C:10]([CH:11]=1)=[CH:9][CH:8]=[CH:7][C:6]=2[NH2:12].[F:15][C:16]1[CH:17]=[N:18][C:19]2[CH:20]=[CH:21][CH:22]=[C:23]([NH2:26])[C:24]=2[CH:25]=1. The reactants are [F:1][C:2]1[CH:3]=[N:4][C:5]2[C:10]([CH:11]=1)=[CH:9][CH:8]=[CH:7][C:6]=2[N+:12]([O-])=O.[F:15][C:16]1[CH:17]=[N:18][C:19]2[C:24]([CH:25]=1)=[C:23]([N+:26]([O-])=O)[CH:22]=[CH:21][CH:20]=2.O.O.[Sn](Cl)Cl.